Regression. Given a peptide amino acid sequence and an MHC pseudo amino acid sequence, predict their binding affinity value. This is MHC class II binding data. From a dataset of Peptide-MHC class II binding affinity with 134,281 pairs from IEDB. The binding affinity (normalized) is 0.215. The MHC is HLA-DQA10501-DQB10201 with pseudo-sequence HLA-DQA10501-DQB10201. The peptide sequence is PQLPQFLQPQPYPQPQLPYPQPQPF.